This data is from NCI-60 drug combinations with 297,098 pairs across 59 cell lines. The task is: Regression. Given two drug SMILES strings and cell line genomic features, predict the synergy score measuring deviation from expected non-interaction effect. (1) Drug 1: CC(C)CN1C=NC2=C1C3=CC=CC=C3N=C2N. Drug 2: C1C(C(OC1N2C=NC3=C2NC=NCC3O)CO)O. Cell line: HCT-15. Synergy scores: CSS=-4.27, Synergy_ZIP=8.89, Synergy_Bliss=5.06, Synergy_Loewe=-4.53, Synergy_HSA=-3.05. (2) Drug 1: CCCCCOC(=O)NC1=NC(=O)N(C=C1F)C2C(C(C(O2)C)O)O. Drug 2: CC1=C2C(C(=O)C3(C(CC4C(C3C(C(C2(C)C)(CC1OC(=O)C(C(C5=CC=CC=C5)NC(=O)OC(C)(C)C)O)O)OC(=O)C6=CC=CC=C6)(CO4)OC(=O)C)O)C)O. Cell line: CAKI-1. Synergy scores: CSS=1.33, Synergy_ZIP=1.76, Synergy_Bliss=3.92, Synergy_Loewe=1.44, Synergy_HSA=1.60. (3) Drug 1: CC=C1C(=O)NC(C(=O)OC2CC(=O)NC(C(=O)NC(CSSCCC=C2)C(=O)N1)C(C)C)C(C)C. Drug 2: CN(C(=O)NC(C=O)C(C(C(CO)O)O)O)N=O. Cell line: TK-10. Synergy scores: CSS=50.3, Synergy_ZIP=1.21, Synergy_Bliss=1.71, Synergy_Loewe=-39.9, Synergy_HSA=-0.885. (4) Drug 1: CS(=O)(=O)C1=CC(=C(C=C1)C(=O)NC2=CC(=C(C=C2)Cl)C3=CC=CC=N3)Cl. Drug 2: C1=CC(=CC=C1CCCC(=O)O)N(CCCl)CCCl. Cell line: NCI-H460. Synergy scores: CSS=25.6, Synergy_ZIP=-0.402, Synergy_Bliss=-1.16, Synergy_Loewe=-17.0, Synergy_HSA=-0.796. (5) Drug 1: CC12CCC3C(C1CCC2O)C(CC4=C3C=CC(=C4)O)CCCCCCCCCS(=O)CCCC(C(F)(F)F)(F)F. Drug 2: C(CCl)NC(=O)N(CCCl)N=O. Cell line: OVCAR-5. Synergy scores: CSS=-4.29, Synergy_ZIP=3.24, Synergy_Bliss=1.74, Synergy_Loewe=-3.83, Synergy_HSA=-3.98. (6) Drug 1: CC(CN1CC(=O)NC(=O)C1)N2CC(=O)NC(=O)C2. Drug 2: C1=NC2=C(N1)C(=S)N=C(N2)N. Cell line: T-47D. Synergy scores: CSS=27.9, Synergy_ZIP=-9.33, Synergy_Bliss=-3.00, Synergy_Loewe=-32.5, Synergy_HSA=-1.71. (7) Drug 1: COC1=C(C=C2C(=C1)N=CN=C2NC3=CC(=C(C=C3)F)Cl)OCCCN4CCOCC4. Drug 2: CC(C)CN1C=NC2=C1C3=CC=CC=C3N=C2N. Cell line: LOX IMVI. Synergy scores: CSS=7.51, Synergy_ZIP=-3.99, Synergy_Bliss=-0.285, Synergy_Loewe=-0.508, Synergy_HSA=0.551. (8) Drug 1: CCC(=C(C1=CC=CC=C1)C2=CC=C(C=C2)OCCN(C)C)C3=CC=CC=C3.C(C(=O)O)C(CC(=O)O)(C(=O)O)O. Drug 2: B(C(CC(C)C)NC(=O)C(CC1=CC=CC=C1)NC(=O)C2=NC=CN=C2)(O)O. Cell line: A498. Synergy scores: CSS=56.4, Synergy_ZIP=12.7, Synergy_Bliss=11.6, Synergy_Loewe=-30.7, Synergy_HSA=11.8.